From a dataset of Reaction yield outcomes from USPTO patents with 853,638 reactions. Predict the reaction yield, written as a fraction of the theoretical maximum amount of product (1.0 means a 100% yield; for example, 0.34 means a 34% yield). (1) The reactants are [F:1][C:2]1[CH:11]=[CH:10][CH:9]=[C:8]2[C:3]=1[C:4]([CH2:19][C:20]([O:22]C)=O)=[N:5][C:6]([N:12]1[CH2:17][CH2:16][N:15]([CH3:18])[CH2:14][CH2:13]1)=[N:7]2.[NH3:24]. No catalyst specified. The product is [F:1][C:2]1[CH:11]=[CH:10][CH:9]=[C:8]2[C:3]=1[C:4]([CH2:19][C:20]([NH2:24])=[O:22])=[N:5][C:6]([N:12]1[CH2:13][CH2:14][N:15]([CH3:18])[CH2:16][CH2:17]1)=[N:7]2. The yield is 0.520. (2) The reactants are [CH3:1][N:2]1[CH:7]=[C:6]([C:8]2[CH:13]=[CH:12][CH:11]=[C:10]([NH:14][C:15]([C:17]3[S:21][C:20]4[CH2:22][CH2:23][CH2:24][CH2:25][C:19]=4[CH:18]=3)=[O:16])[C:9]=2[CH3:26])[N:5]=[C:4]([O-])[C:3]1=[O:28].[Na+].P(Br)(Br)([Br:32])=O.CN(C)C=O.C(=O)([O-])[O-].[K+].[K+]. The catalyst is C(Cl)Cl. The product is [Br:32][C:4]1[C:3](=[O:28])[N:2]([CH3:1])[CH:7]=[C:6]([C:8]2[C:9]([CH3:26])=[C:10]([NH:14][C:15]([C:17]3[S:21][C:20]4[CH2:22][CH2:23][CH2:24][CH2:25][C:19]=4[CH:18]=3)=[O:16])[CH:11]=[CH:12][CH:13]=2)[N:5]=1. The yield is 0.500. (3) The reactants are [N:1]1([C:7]2[C:8]3[NH:23][CH:22]=[CH:21][C:9]=3[N:10]=[C:11]([C:13]3[CH:14]=[C:15]([CH2:19][OH:20])[CH:16]=[CH:17][CH:18]=3)[N:12]=2)[CH2:6][CH2:5][O:4][CH2:3][CH2:2]1.[CH2:24]=O.[NH:26]1[CH2:30][CH2:29][CH2:28][CH2:27]1. The catalyst is C(O)(=O)C. The product is [N:1]1([C:7]2[C:8]3[NH:23][CH:22]=[C:21]([CH2:24][N:26]4[CH2:30][CH2:29][CH2:28][CH2:27]4)[C:9]=3[N:10]=[C:11]([C:13]3[CH:14]=[C:15]([CH2:19][OH:20])[CH:16]=[CH:17][CH:18]=3)[N:12]=2)[CH2:6][CH2:5][O:4][CH2:3][CH2:2]1. The yield is 0.520. (4) The catalyst is C1COCC1.Cl. The reactants are CC1(C)[O:6][CH:5]([CH2:7][NH:8][C:9]([C:11]2[NH:12][C:13]3[C:18]([CH:19]=2)=[CH:17][C:16]([O:20][C:21]2[CH:26]=[CH:25][C:24]([C:27]4[N:28]([CH2:40][C:41]5[CH:46]=[CH:45][C:44]([CH3:47])=[CH:43][C:42]=5[CH3:48])[C:29](=[O:39])[C:30]([C:37]#[N:38])=[C:31]([C:33]([F:36])([F:35])[F:34])[CH:32]=4)=[CH:23][CH:22]=2)=[CH:15][CH:14]=3)=[O:10])[CH2:4][O:3]1. The yield is 0.850. The product is [C:37]([C:30]1[C:29](=[O:39])[N:28]([CH2:40][C:41]2[CH:46]=[CH:45][C:44]([CH3:47])=[CH:43][C:42]=2[CH3:48])[C:27]([C:24]2[CH:25]=[CH:26][C:21]([O:20][C:16]3[CH:17]=[C:18]4[C:13](=[CH:14][CH:15]=3)[NH:12][C:11]([C:9]([NH:8][CH2:7][CH:5]([OH:6])[CH2:4][OH:3])=[O:10])=[CH:19]4)=[CH:22][CH:23]=2)=[CH:32][C:31]=1[C:33]([F:34])([F:35])[F:36])#[N:38]. (5) The reactants are [N+:1]([C:4]1[CH:5]=[CH:6][C:7]([N:14]2[CH:18]3[CH2:19][CH2:20][CH:15]2[CH2:16][CH2:17]3)=[N:8][C:9]=1[C:10]([F:13])([F:12])[F:11])([O-])=O. The catalyst is [Pd]. The product is [CH:15]12[N:14]([C:7]3[N:8]=[C:9]([C:10]([F:13])([F:11])[F:12])[C:4]([NH2:1])=[CH:5][CH:6]=3)[CH:18]([CH2:17][CH2:16]1)[CH2:19][CH2:20]2. The yield is 0.800. (6) The reactants are [NH2:1][C:2]1[N:10]=[C:9]([I:11])[N:8]=[C:7]2[C:3]=1[N:4]=[CH:5][N:6]2[C@H:12]1[C@H:19]2[C@@H:15]([O:16]C(C)(C)[O:18]2)[C@@H:14]([C:22]([OH:24])=[O:23])[O:13]1. The catalyst is C(O)=O. The product is [NH2:1][C:2]1[N:10]=[C:9]([I:11])[N:8]=[C:7]2[C:3]=1[N:4]=[CH:5][N:6]2[C@@H:12]1[O:13][C@H:14]([C:22]([OH:24])=[O:23])[C@@H:15]([OH:16])[C@H:19]1[OH:18]. The yield is 0.850.